This data is from Reaction yield outcomes from USPTO patents with 853,638 reactions. The task is: Predict the reaction yield, written as a fraction of the theoretical maximum amount of product (1.0 means a 100% yield; for example, 0.34 means a 34% yield). (1) The reactants are [C:1]([C:5]1[CH:24]=[CH:23][C:8]([CH2:9][NH:10][C:11](=[O:22])[CH:12]([C:14]2[CH:19]=[CH:18][C:17]([NH2:20])=[C:16]([NH2:21])[CH:15]=2)[CH3:13])=[CH:7][CH:6]=1)([CH3:4])([CH3:3])[CH3:2].CN(C=O)C.[CH:30]([CH:32]=O)=O. The catalyst is O. The product is [C:1]([C:5]1[CH:24]=[CH:23][C:8]([CH2:9][NH:10][C:11](=[O:22])[CH:12]([C:14]2[CH:15]=[C:16]3[C:17](=[CH:18][CH:19]=2)[N:20]=[CH:32][CH:30]=[N:21]3)[CH3:13])=[CH:7][CH:6]=1)([CH3:2])([CH3:3])[CH3:4]. The yield is 0.555. (2) The reactants are [CH3:1][O:2][CH2:3][C:4]1[CH:5]=[C:6]([N+:10]([O-])=O)[CH:7]=[CH:8][CH:9]=1. The catalyst is C(O)(=O)C.[Zn]. The product is [CH3:1][O:2][CH2:3][C:4]1[CH:5]=[C:6]([CH:7]=[CH:8][CH:9]=1)[NH2:10]. The yield is 0.990. (3) The reactants are [C:1]([C:3]1[C:4]([S:22][CH:23]([C:28]2[CH:33]=[CH:32][CH:31]=[CH:30][CH:29]=2)[C:24]([O:26]C)=O)=[N:5][C:6]([C:17]2[S:18][CH:19]=[CH:20][CH:21]=2)=[CH:7][C:8]=1[C:9]1[CH:14]=[CH:13][C:12]([O:15][CH3:16])=[CH:11][CH:10]=1)#[N:2].[NH3:34]. The catalyst is CO. The product is [C:1]([C:3]1[C:4]([S:22][CH:23]([C:28]2[CH:33]=[CH:32][CH:31]=[CH:30][CH:29]=2)[C:24]([NH2:34])=[O:26])=[N:5][C:6]([C:17]2[S:18][CH:19]=[CH:20][CH:21]=2)=[CH:7][C:8]=1[C:9]1[CH:14]=[CH:13][C:12]([O:15][CH3:16])=[CH:11][CH:10]=1)#[N:2]. The yield is 0.310. (4) The product is [Br:1][CH:2]1[CH2:23][CH2:22][C:5]2=[CH:6][C:7]3[C:8]4[CH:17]=[CH:16][C:15]([C:18](=[O:21])[CH2:19][Br:20])=[CH:14][C:9]=4[CH2:10][O:11][C:12]=3[CH:13]=[C:4]2[C:3]1=[O:24]. The yield is 0.760. The reactants are [Br:1][CH:2]1[CH2:23][CH2:22][C:5]2=[CH:6][C:7]3[C:8]4[CH:17]=[CH:16][C:15]([CH:18]([OH:21])[CH2:19][Br:20])=[CH:14][C:9]=4[CH2:10][O:11][C:12]=3[CH:13]=[C:4]2[C:3]1=[O:24].C(=O)(O)[O-].[Na+].[Br-].[Na+].O. The catalyst is C(Cl)Cl.CC1(C)N([O])C(C)(C)CCC1.C(O)(C)C. (5) The reactants are [Br:1][C:2]1[CH:6]=[C:5]([N:7]2[CH2:12][CH2:11][CH2:10][CH2:9][CH:8]2[CH2:13][OH:14])[S:4][C:3]=1[C:15]#[N:16].ClCCl.[Cl-]. The catalyst is [O-2].[Zn+2].O. The product is [Br:1][C:2]1[CH:6]=[C:5]([N:7]2[CH2:12][CH2:11][CH2:10][CH2:9][CH:8]2[CH:13]=[O:14])[S:4][C:3]=1[C:15]#[N:16]. The yield is 0.500. (6) The reactants are Cl.[NH:2]1[CH2:7][CH2:6][CH2:5][C@H:4]([C:8]2[N:12]=[C:11]([C:13]3[CH:18]=[CH:17][CH:16]=[CH:15][N:14]=3)[O:10][N:9]=2)[CH2:3]1.[F:19][C:20]1[CH:28]=[CH:27][CH:26]=[C:25]([F:29])[C:21]=1[C:22](Cl)=[O:23]. No catalyst specified. The product is [F:19][C:20]1[CH:28]=[CH:27][CH:26]=[C:25]([F:29])[C:21]=1[C:22]([N:2]1[CH2:7][CH2:6][CH2:5][C@H:4]([C:8]2[N:12]=[C:11]([C:13]3[CH:18]=[CH:17][CH:16]=[CH:15][N:14]=3)[O:10][N:9]=2)[CH2:3]1)=[O:23]. The yield is 0.420. (7) The reactants are [Cl:1][C:2]1[C:3]([F:50])=[C:4]([S:29]([N:32](CC2C=CC(OC)=CC=2OC)[C:33]2[CH:38]=[CH:37][N:36]=[CH:35][N:34]=2)(=[O:31])=[O:30])[CH:5]=[CH:6][C:7]=1[O:8][C@H:9]1[CH2:14][CH2:13][CH2:12][CH2:11][C@@H:10]1[C:15]1[C:16]([N+:26]([O-])=O)=[N:17][N:18](C2CCCCO2)[CH:19]=1.C([SiH](CC)CC)C.FC(F)(F)C(O)=O.ClCCl. The catalyst is CO. The product is [NH2:26][C:16]1[C:15]([C@H:10]2[CH2:11][CH2:12][CH2:13][CH2:14][C@@H:9]2[O:8][C:7]2[CH:6]=[CH:5][C:4]([S:29]([NH:32][C:33]3[CH:38]=[CH:37][N:36]=[CH:35][N:34]=3)(=[O:31])=[O:30])=[C:3]([F:50])[C:2]=2[Cl:1])=[CH:19][NH:18][N:17]=1. The yield is 0.0940. (8) The reactants are C(O)(C(F)(F)F)=O.[CH3:8][O:9][CH2:10][C@H:11]([CH3:45])[O:12][C:13]1[CH:14]=[C:15]([CH:31]=[C:32]([O:34][C:35]2[CH:40]=[CH:39][C:38]([S:41]([CH3:44])(=[O:43])=[O:42])=[CH:37][CH:36]=2)[CH:33]=1)[C:16]([NH:18][C:19]1[CH:23]=[CH:22][N:21](C(OC(C)(C)C)=O)[N:20]=1)=[O:17]. The catalyst is C(Cl)Cl. The yield is 1.00. The product is [CH3:8][O:9][CH2:10][C@H:11]([CH3:45])[O:12][C:13]1[CH:14]=[C:15]([CH:31]=[C:32]([O:34][C:35]2[CH:36]=[CH:37][C:38]([S:41]([CH3:44])(=[O:42])=[O:43])=[CH:39][CH:40]=2)[CH:33]=1)[C:16]([NH:18][C:19]1[CH:23]=[CH:22][NH:21][N:20]=1)=[O:17]. (9) The reactants are [F:1][C:2]1[CH:7]=[CH:6][C:5]([C:8](=[O:18])[CH2:9][C:10]2[CH:15]=[CH:14][N:13]=[C:12]([S:16][CH3:17])[N:11]=2)=[CH:4][CH:3]=1.CO[CH:21](OC)[N:22]([CH3:24])[CH3:23]. The catalyst is C1COCC1. The product is [CH3:21][N:22]([CH3:24])[CH:23]=[C:9]([C:10]1[CH:15]=[CH:14][N:13]=[C:12]([S:16][CH3:17])[N:11]=1)[C:8]([C:5]1[CH:6]=[CH:7][C:2]([F:1])=[CH:3][CH:4]=1)=[O:18]. The yield is 1.00. (10) The reactants are Cl[C:2]1[CH:7]=[CH:6][CH:5]=[CH:4][C:3]=1[C:8]1[N:26]([CH2:27][C@H:28]2[CH2:33][CH2:32][CH2:31][N:30]([C:34]([O:36][C:37]([CH3:40])([CH3:39])[CH3:38])=[O:35])[CH2:29]2)[C:11]2[N:12]=[C:13]([NH:16][CH2:17][C:18]3[CH:23]=[CH:22][C:21]([F:24])=[C:20]([F:25])[CH:19]=3)[N:14]=[CH:15][C:10]=2[C:9]=1[CH3:41].ClC1N=CC2C(C)=C(C3C=CC=CC=3)N(C[C@@H]3CCCN(C(OC(C)(C)C)=O)C3)C=2N=1. No catalyst specified. The product is [F:25][C:20]1[CH:19]=[C:18]([CH:23]=[CH:22][C:21]=1[F:24])[CH2:17][NH:16][C:13]1[N:14]=[CH:15][C:10]2[C:9]([CH3:41])=[C:8]([C:3]3[CH:4]=[CH:5][CH:6]=[CH:7][CH:2]=3)[N:26]([CH2:27][C@@H:28]3[CH2:33][CH2:32][CH2:31][N:30]([C:34]([O:36][C:37]([CH3:39])([CH3:40])[CH3:38])=[O:35])[CH2:29]3)[C:11]=2[N:12]=1. The yield is 0.250.